Dataset: Reaction yield outcomes from USPTO patents with 853,638 reactions. Task: Predict the reaction yield, written as a fraction of the theoretical maximum amount of product (1.0 means a 100% yield; for example, 0.34 means a 34% yield). (1) The reactants are [CH2:1]([C:3]1[C:24]([N:25]2[CH2:30][CH2:29][C:28](=O)[CH2:27][CH2:26]2)=[CH:23][C:6]2[C:7]([CH3:22])([CH3:21])[C:8]3[NH:9][C:10]4[C:15]([C:16]=3[C:17](=[O:18])[C:5]=2[CH:4]=1)=[CH:14][CH:13]=[C:12]([C:19]#[N:20])[CH:11]=4)[CH3:2].[O:32]=[C:33]1[CH2:38][NH:37][CH2:36][CH2:35][NH:34]1.C(O[BH-](OC(=O)C)OC(=O)C)(=O)C.[Na+]. The catalyst is C1COCC1.C(OCC)(=O)C. The product is [CH2:1]([C:3]1[C:24]([N:25]2[CH2:26][CH2:27][CH:28]([N:37]3[CH2:36][CH2:35][NH:34][C:33](=[O:32])[CH2:38]3)[CH2:29][CH2:30]2)=[CH:23][C:6]2[C:7]([CH3:21])([CH3:22])[C:8]3[NH:9][C:10]4[C:15]([C:16]=3[C:17](=[O:18])[C:5]=2[CH:4]=1)=[CH:14][CH:13]=[C:12]([C:19]#[N:20])[CH:11]=4)[CH3:2]. The yield is 0.320. (2) The reactants are Cl[C:2]1[CH:3]=[CH:4][C:5]([N+:10]([O-:12])=[O:11])=[C:6]([O:8][CH3:9])[CH:7]=1.[P:13]([O-:20])([O:17][CH2:18][CH3:19])[O:14][CH2:15][CH3:16].CC1(C)C2C(=C(P(C3C=CC=CC=3)C3C=CC=CC=3)C=CC=2)OC2C(P(C3C=CC=CC=3)C3C=CC=CC=3)=CC=CC1=2.P([O-])([O-])([O-])=O.[K+].[K+].[K+]. The catalyst is CN(C=O)C.C([O-])(=O)C.[Pd+2].C([O-])(=O)C. The product is [CH3:9][O:8][C:6]1[CH:7]=[C:2]([P:13](=[O:20])([O:17][CH2:18][CH3:19])[O:14][CH2:15][CH3:16])[CH:3]=[CH:4][C:5]=1[N+:10]([O-:12])=[O:11]. The yield is 0.330. (3) The reactants are Cl.Cl.[OH:3][C@@H:4]1[CH2:11][N:10]([CH2:12][CH2:13][C@H:14]([N:18]2[C:24](=[O:25])[CH2:23][CH2:22][NH:21][C@H:20]([CH3:26])[CH2:19]2)[CH2:15][O:16][CH3:17])[CH2:9][CH2:8][C:5]21[CH2:7][CH2:6]2.[Cl:27][C:28]1[CH:29]=[C:30]([N:35]=[C:36]=[O:37])[CH:31]=[CH:32][C:33]=1[Cl:34]. No catalyst specified. The product is [Cl:27][C:28]1[CH:29]=[C:30]([NH:35][C:36]([N:21]2[CH2:22][CH2:23][C:24](=[O:25])[N:18]([C@H:14]([CH2:15][O:16][CH3:17])[CH2:13][CH2:12][N:10]3[CH2:9][CH2:8][C:5]4([CH2:7][CH2:6]4)[C@H:4]([OH:3])[CH2:11]3)[CH2:19][C@H:20]2[CH3:26])=[O:37])[CH:31]=[CH:32][C:33]=1[Cl:34]. The yield is 0.740. (4) The reactants are [O:1]=[C:2]1[C:6]2([CH2:11][CH2:10][N:9]([C:12]([O:14][CH2:15][C:16]3[CH:21]=[CH:20][CH:19]=[CH:18][CH:17]=3)=[O:13])[CH2:8][CH2:7]2)[CH:5]([C:22]2[CH:27]=[CH:26][CH:25]=[CH:24][CH:23]=2)[CH2:4][NH:3]1.C[Si]([N-][Si](C)(C)C)(C)C.[Li+].O1CCCC1.Br[CH2:44][C:45]1[CH:46]=[C:47]([CH:52]=[CH:53][CH:54]=1)[C:48]([O:50][CH3:51])=[O:49]. The catalyst is CN(C)C=O.C(OCC)(=O)C. The product is [CH3:51][O:50][C:48]([C:47]1[CH:46]=[C:45]([CH:54]=[CH:53][CH:52]=1)[CH2:44][N:3]1[CH2:4][CH:5]([C:22]2[CH:27]=[CH:26][CH:25]=[CH:24][CH:23]=2)[C:6]2([CH2:11][CH2:10][N:9]([C:12]([O:14][CH2:15][C:16]3[CH:17]=[CH:18][CH:19]=[CH:20][CH:21]=3)=[O:13])[CH2:8][CH2:7]2)[C:2]1=[O:1])=[O:49]. The yield is 0.920. (5) The reactants are C(O[C:4]([C:6]1[C:7](=[O:17])[C:8]2[C:13](=[O:14])[NH:12][CH:11]=[N:10][C:9]=2[NH:15][CH:16]=1)=[O:5])C.[CH3:18][C@:19]1([O:52]C(C2C=CC=CC=2)=O)[C@H:23](OC(C2C=CC=CC=2)=O)[O:22][C@H:21]([CH2:33][O:34]C(C2C=CC=CC=2)=O)[C@H:20]1[O:43]C(C1C=CC=CC=1)=O.[Si](O[S:66]([C:69](F)(F)F)(=O)=O)(C)(C)C.C(#[N:75])C. No catalyst specified. The product is [CH3:18][C@@:19]1([OH:52])[C@H:20]([OH:43])[C@@H:21]([CH2:33][OH:34])[O:22][C@H:23]1[N:15]1[C:9]2[N:10]=[C:11]([S:66][CH3:69])[NH:12][C:13](=[O:14])[C:8]=2[C:7](=[O:17])[C:6]([C:4]([NH2:75])=[O:5])=[CH:16]1. The yield is 1.00. (6) The reactants are [Cl:1][C:2]1[CH:10]=[C:9]2[C:5]([C:6]([CH:11]=[O:12])=[CH:7][NH:8]2)=[CH:4][C:3]=1[C:13]1[CH:18]=[CH:17][C:16]([C:19]2([OH:23])[CH2:22][O:21][CH2:20]2)=[CH:15][CH:14]=1.CC(=CC)C.Cl([O-])=[O:30].[Na+].O.OP([O-])(O)=O.[Na+]. The catalyst is CC#N.O. The product is [Cl:1][C:2]1[CH:10]=[C:9]2[C:5]([C:6]([C:11]([OH:30])=[O:12])=[CH:7][NH:8]2)=[CH:4][C:3]=1[C:13]1[CH:18]=[CH:17][C:16]([C:19]2([OH:23])[CH2:22][O:21][CH2:20]2)=[CH:15][CH:14]=1. The yield is 0.340.